Task: Predict which catalyst facilitates the given reaction.. Dataset: Catalyst prediction with 721,799 reactions and 888 catalyst types from USPTO Reactant: [Br:1][C:2]1[CH:7]=[C:6]([F:8])[CH:5]=[CH:4][C:3]=1[CH:9]([OH:14])[C:10]([F:13])([F:12])[F:11].C1OCCOCCOCCOCCOCCOC1. Product: [Br:1][C:2]1[CH:7]=[C:6]([F:8])[CH:5]=[CH:4][C:3]=1[C:9](=[O:14])[C:10]([F:11])([F:12])[F:13]. The catalyst class is: 2.